The task is: Predict the reactants needed to synthesize the given product.. This data is from Full USPTO retrosynthesis dataset with 1.9M reactions from patents (1976-2016). (1) Given the product [N:14]1([C:12]2[C:11]([C:20]([F:22])([F:21])[F:23])=[CH:10][C:9]3[NH:24][C:25](=[O:40])[CH2:26][C:27]([C:28]4[CH:33]=[CH:32][CH:31]=[C:30]([N:34]5[CH:38]=[CH:37][CH:36]=[N:35]5)[CH:29]=4)=[N:7][C:8]=3[CH:13]=2)[CH2:15][CH2:16][O:17][CH2:18][CH2:19]1, predict the reactants needed to synthesize it. The reactants are: C(OC(=O)[NH:7][C:8]1[CH:13]=[C:12]([N:14]2[CH2:19][CH2:18][O:17][CH2:16][CH2:15]2)[C:11]([C:20]([F:23])([F:22])[F:21])=[CH:10][C:9]=1[NH:24][C:25](=[O:40])[CH2:26][C:27](=O)[C:28]1[CH:33]=[CH:32][CH:31]=[C:30]([N:34]2[CH:38]=[CH:37][CH:36]=[N:35]2)[CH:29]=1)(C)(C)C.C(O)(C(F)(F)F)=O. (2) Given the product [CH3:1][C:2]1[S:6]/[C:5](=[N:7]\[C:33]([CH:29]2[CH2:32][CH2:31][CH2:30]2)=[O:34])/[N:4]([C:8]2[CH:21]=[CH:20][C:11]3[O:12][C:13]([F:19])([F:18])[C:14]([F:16])([F:17])[O:15][C:10]=3[CH:9]=2)[CH:3]=1, predict the reactants needed to synthesize it. The reactants are: [CH3:1][C:2]1[S:6][C:5](=[NH:7])[N:4]([C:8]2[CH:21]=[CH:20][C:11]3[O:12][C:13]([F:19])([F:18])[C:14]([F:17])([F:16])[O:15][C:10]=3[CH:9]=2)[CH:3]=1.C(N(CC)CC)C.[CH:29]1([C:33](Cl)=[O:34])[CH2:32][CH2:31][CH2:30]1. (3) Given the product [C:29]([C:26]1[CH:25]=[CH:24][C:23]([CH:20]2[CH2:21][CH2:22][N:17]([C:15]([C:13]3[CH:12]=[CH:11][C:10]([CH3:31])=[C:9]([NH:8][S:5]([CH2:4][CH2:3][CH2:2][NH:1][S:33]([CH3:32])(=[O:35])=[O:34])(=[O:7])=[O:6])[CH:14]=3)=[O:16])[CH2:18][CH2:19]2)=[CH:28][CH:27]=1)#[N:30], predict the reactants needed to synthesize it. The reactants are: [NH2:1][CH2:2][CH2:3][CH2:4][S:5]([NH:8][C:9]1[CH:14]=[C:13]([C:15]([N:17]2[CH2:22][CH2:21][CH:20]([C:23]3[CH:28]=[CH:27][C:26]([C:29]#[N:30])=[CH:25][CH:24]=3)[CH2:19][CH2:18]2)=[O:16])[CH:12]=[CH:11][C:10]=1[CH3:31])(=[O:7])=[O:6].[CH3:32][S:33](Cl)(=[O:35])=[O:34]. (4) Given the product [CH2:1]([O:3][C:4]1[C:9]([CH2:10][OH:11])=[C:8]([C:12]([F:14])([F:15])[F:13])[N:7]=[CH:6][N:5]=1)[CH3:2], predict the reactants needed to synthesize it. The reactants are: [CH2:1]([O:3][C:4]1[C:9]([CH:10]=[O:11])=[C:8]([C:12]([F:15])([F:14])[F:13])[N:7]=[CH:6][N:5]=1)[CH3:2].[BH4-].[Na+].O.C(OCC)(=O)C.